This data is from Full USPTO retrosynthesis dataset with 1.9M reactions from patents (1976-2016). The task is: Predict the reactants needed to synthesize the given product. (1) Given the product [F:13][C:2]1([F:1])[O:6][C:5]2[CH:7]=[CH:8][C:9]([CH2:11][OH:12])=[CH:10][C:4]=2[O:3]1, predict the reactants needed to synthesize it. The reactants are: [F:1][C:2]1([F:13])[O:6][C:5]2[CH:7]=[CH:8][C:9]([CH:11]=[O:12])=[CH:10][C:4]=2[O:3]1.O. (2) Given the product [CH3:11][O:10][C:6]1[C:5]([CH2:12][CH2:13][C:14]2[CH:18]=[CH:17][S:16][CH:15]=2)=[C:4]([CH2:3][CH2:2][C:19]#[N:20])[CH:9]=[CH:8][CH:7]=1, predict the reactants needed to synthesize it. The reactants are: Br[CH2:2][CH2:3][C:4]1[CH:9]=[CH:8][CH:7]=[C:6]([O:10][CH3:11])[C:5]=1[CH2:12][CH2:13][C:14]1[CH:18]=[CH:17][S:16][CH:15]=1.[C-:19]#[N:20].[K+]. (3) Given the product [CH3:8][O:7][C:5]([C:4]1[CH:9]=[CH:10][N:11]=[C:2]([C:14]2[CH:19]=[CH:18][CH:17]=[CH:16][N:15]=2)[CH:3]=1)=[O:6], predict the reactants needed to synthesize it. The reactants are: Cl[C:2]1[CH:3]=[C:4]([CH:9]=[CH:10][N:11]=1)[C:5]([O:7][CH3:8])=[O:6].C[Sn](C)(C)[C:14]1[CH:19]=[CH:18][CH:17]=[CH:16][N:15]=1.O.CCOC(C)=O. (4) Given the product [N:1]1[N:2]=[C:3]([C:10]2[CH:19]=[CH:18][C:17]3[C:12](=[C:13]([O:20][C@@H:21]4[CH2:26][CH2:25][NH:24][CH2:23][C@H:22]4[F:37])[CH:14]=[CH:15][CH:16]=3)[N:11]=2)[N:4]2[CH:9]=[CH:8][CH:7]=[CH:6][C:5]=12, predict the reactants needed to synthesize it. The reactants are: [N:1]1[N:2]=[C:3]([C:10]2[CH:19]=[CH:18][C:17]3[C:12](=[C:13]([O:20][C@@H:21]4[CH2:26][CH2:25][N:24](C(OCC5C=CC=CC=5)=O)[CH2:23][C@H:22]4[F:37])[CH:14]=[CH:15][CH:16]=3)[N:11]=2)[N:4]2[CH:9]=[CH:8][CH:7]=[CH:6][C:5]=12.Cl.C([O-])(O)=O.[Na+].[Na+].[Cl-]. (5) Given the product [C:28]([CH2:27][C:23]1([NH:22][C:19]([C:7]2[CH:6]=[CH:5][C:4]([CH:1]3[CH2:3][CH2:2]3)=[C:9]([O:10][CH2:11][C:12]([F:18])([F:17])[C:13]([F:16])([F:14])[F:15])[N:8]=2)=[O:20])[CH2:26][O:25][CH2:24]1)(=[O:29])[NH2:30], predict the reactants needed to synthesize it. The reactants are: [CH:1]1([C:4]2[CH:5]=[CH:6][C:7]([C:19](O)=[O:20])=[N:8][C:9]=2[O:10][CH2:11][C:12]([F:18])([F:17])[C:13]([F:16])([F:15])[F:14])[CH2:3][CH2:2]1.[NH2:22][C:23]1([CH2:27][C:28]([NH2:30])=[O:29])[CH2:26][O:25][CH2:24]1.